This data is from Human Reference Interactome with 51,813 positive PPI pairs across 8,248 proteins, plus equal number of experimentally-validated negative pairs. The task is: Binary Classification. Given two protein amino acid sequences, predict whether they physically interact or not. (1) Protein 1 (ENSG00000113196) has sequence MNLVGSYAHHHHHHHPHPAHPMLHEPFLFGPASRCHQERPYFQSWLLSPADAAPDFPAGGPPPAAAAAATAYGPDARPGQSPGRLEALGGRLGRRKGSGPKKERRRTESINSAFAELRECIPNVPADTKLSKIKTLRLATSYIAYLMDVLAKDAQSGDPEAFKAELKKADGGRESKRKRELQQHEGFPPALGPVEKRIKGRTGWPQQVWALELNQ*. Protein 2 (ENSG00000145912) has sequence MTKIKADPDGPEAQAEACSGERTYQELLVNQNPIAQPLASRRLTRKLYKCIKKAVKQKQIRRGVKEVQKFVNKGEKGIMVLAGDTLPIEVYCHLPVMCEDRNLPYVYIPSKTDLGAAAGSKRPTCVIMVKPHEEYQEAYDECLEEVQSLPLPL*MTKIKADPDGPEAQAEACSGERTYQELLVNQNPIAQPLASRRLTRKLYKCIKKAVKQKQIRRGVKEVQKFVNKGEKGTWVQPQAPSAPPV*MTKIKADPDGPEAQAEACSGERTYQELLVNQNPIAQPLASRRLTRKLYKCIKKAV.... Result: 0 (the proteins do not interact). (2) Protein 1 (ENSG00000119328) has sequence MATEPEAAEPVVPSLVDRYFTRWYKPDVKGKFCEDHCILQHSNRICVITLAESHPVLQSGKTIKSISYQISTNCSRLQNKVSGKFKRGAQFLTELAPLCKIYCSDGEEYTVSSCVRGRLMEVNENILHKPSILQEKPSTEGYIAVVLPKFEESKSITEGLLTQKQYEEVMVKRINATTATS*MATEPEAAEPVVPSLVDRYFTRWYKPDVKGKFCEDHCILQHSNRICVITLAESHPVLQSGKTIKSISYQISTNCSRLQNKVSGKFKRRIIYLEKVEDVIKRKMMPLSLGLHLPHS*IL.... Protein 2 (ENSG00000010539) has sequence MMAAKVVPMPPKPKQSFILRVPPDSKLGQDLLRDATNGPKTIHQLVLEHFLTFLPKPSLVQPSQKVKETLVIMKDVSSSLQNRVHPRPLVKLLPKGVQKEQETVSLYLKANPEELVVFEDLNVFHCQEECVSLDPTQQLTSEKEDDSSVGEMMLLVNGSNPEGEDPEREPVENEDYREKSSDDDEMDSSLVSQQPPDNQEKERLNTSIPQKRKMRNLLVTIENDTPLEELSKYVDISIIALTRNRRTRRWYTCPLCGKQFNESSYLISHQRTHTGEKPYDCNHCGKSFNHKTNLNKHERI.... Result: 0 (the proteins do not interact). (3) Protein 1 (ENSG00000180398) has sequence MTMRSLLRTPFLCGLLWAFCAPGARAEEPAASFSQPGSMGLDKNTVHDQEHIMEHLEGVINKPEAEMSPQELQLHYFKMHDYDGNNLLDGLELSTAITHVHKEEGSEQAPLMSEDELINIIDGVLRDDDKNNDGYIDYAEFAKSLQ*MTMRSLLRTPFLCGLLWAFCAPGARAEEPAASFSQPGSMGLDKNTVHDQEHIMEHLEGVINMEHLEGVINKPEAEMSPQELQLHYFKMHDYDGNNLLDGLELSTAITHVHKEEGSEQAPLMSEDELINIIDGVLRDDDKNNDGYIDYAEFAKS.... Protein 2 (ENSG00000124787) has sequence MATLRRLREAPRHLLVCEKSNFGNHKSRHRHLVQTHYYNYRVSFLIPECGILSEELKNLVMNTGPYYFVKNLPLHELITPEFISTFIKKGKLILSLDKDTYEETGLQGHPSQFSGRKIMKFIVSIDLMELSLNLDSKKYERISWSFKEKKPLKFDFLLAWHKTGSEESTMMSYFSKYQIQEHQPKVALSTLRDLQCPVLQSSELEGTPEVSCRALELFDWLGAVFSNVDLNNEPNNFISTYCCPEPSTVVAKAYLCTITGFILPEKICLLLEHLCHYFDEPKLAPWVTLSVQGFADSPVS.... Result: 0 (the proteins do not interact). (4) Protein 1 (ENSG00000172062) has sequence MAMSSGGSGGGVPEQEDSVLFRRGTGQSDDSDIWDDTALIKAYDKAVASFKHALKNGDICETSGKPKTTPKRKPAKKNKSQKKNTAASLQQWKVGDKCSAIWSEDGCIYPATIASIDFKRETCVVVYTGYGNREEQNLSDLLSPICEVANNIEQNAQENENESQVSTDESENSRSPGNKSDNIKPKSAPWNSFLPPPPPMPGPRLGPGKPGLKFNGPPPPPPPPPPHLLSCWLPPFPSGPPIIPPPPPICPDSLDDADALGSMLISWYMSGYHTGYYMGFRQNQKEGRCSHSLN*MAMSS.... Protein 2 (ENSG00000268988) has sequence MEQPTSSTNGEKRKSPCESNNKKNDEMQEAPNRVLAPKQSLQKTKTIEYLTIIVYYYRKHTKINSNQLEKDQSRENSINPVQEEEDEGLDSAEGSSQEDEDLDSSEGSSQEDEDLDSSEGSSQEDEDLDSSEGSSQEDEDLDSSEGSSQEDEDLDPPEGSSQEDEDLDSSEGSSQEGGED*. Result: 1 (the proteins interact). (5) Protein 1 (ENSG00000206026) has sequence MDQYVSTAPPRFPIAQLGTFKQDSAGMGRIFKGNLLQKKALTTLSTFEVIQEHSRSRINDTTFLSHGLHTMDFPCSR*MDQYVSTAPPRFPIAQLGTFKQDSAGMGRIFKGNLLQKKALTTFENEHHIRFFTLLVLFHVMVLLRNHSRIQGVSEDWKRANSIFRK*MDQYVSTAPPRFPIAQLGTFKQDSAGMGRIFKGNLLQKKALTTFENEHHIRFFTLLVLFHVMVLLRNHSRIQGVSEDWKRANSIFRNFLRLKSSRNTAEAE*. Protein 2 (ENSG00000144857) has sequence MLRGTMTAWRGMRPEVTLACLLLATAGCFADLNEVPQVTVQPASTVQKPGGTVILGCVVEPPRMNVTWRLNGKELNGSDDALGVLITHGTLVITALNNHTVGRYQCVARMPAGAVASVPATVTLANLQDFKLDVQHVIEVDEGNTAVIACHLPESHPKAQVRYSVKQEWLEASRGNYLIMPSGNLQIVNASQEDEGMYKCAAYNPVTQEVKTSGSSDRLRVRRSTAEAARIIYPPEAQTIIVTKGQSLILECVASGIPPPRVTWAKDGSSVTGYNKTRFLLSNLLIDTTSEEDSGTYRCM.... Result: 0 (the proteins do not interact). (6) Protein 1 (ENSG00000139737) has sequence MEAARRSLCFRLEQGYTSRGSPLSPQSSIDSELSTSELEDDSISMGYKLQDLTDVQIMARLQEESLRQDYASTSASVSRHSSSVSLSSGKKGTCSDQEYDQYSLEDEEEFDHLPPPQPRLPRCSPFQRGIPHSQTFSSIRECRRSPSSQYFPSNNYQQQQYYSPQAQTPDQQPNRTNGDKLRRSMPNLARMPSTTAISSNISSPVTVRNSQSFDSSLHGAGNGISRIQSCIPSPGQLQHRVHSVGHFPVSIRQPLKATAYVSPTVQGSSNMPLSNGLQLYSNTGIPTPNKAAASGIMGRS.... Protein 2 (ENSG00000138758) has sequence MAVAVGRPSNEELRNLSLSGHVGFDSLPDQLVNKSTSQGFCFNILCVGETGIGKSTLMDTLFNTKFESDPATHNEPGVRLKARSYELQESNVRLKLTIVDTVGFGDQINKDDSYKPIVEYIDAQFEAYLQEELKIKRSLFNYHDTRIHACLYFIAPTGHSLKSLDLVTMKKLDSKVNIIPIIAKADTIAKNELHKFKSKIMSELVSNGVQIYQFPTDEETVAEINATMSVHLPFAVVGSTEEVKIGNKMAKARQYPWGVVQVENENHCDFVKLREMLIRVNMEDLREQTHTRHYELYRRC.... Result: 0 (the proteins do not interact). (7) Result: 1 (the proteins interact). Protein 1 (ENSG00000113845) has sequence MEVPPPAPRSFLCRALCLFPRVFAAEAVTADSEVLEERQKRLPYVPEPYYPESGWDRLRELFGKDEQQRISKDLANICKTAATAGIIGWVYGGIPAFIHAKQQYIEQSQAEIYHNRFDAVQSAHRAATRGFIRYGWRWGWRTAVFVTIFNTVNTSLNVYRNKDALSHFVIAGALL*MEVPPPAPRSFLCRALCLFPRVFAAEAVTADSEVLEERQKRLPYVPEPYYPESGWDRLRELFGKDTVNTSLNVYRNKDALSHFVIAGAVTGSLFRINVGLRGLVAGGIIGALLGTPVGGLLMAF.... Protein 2 (ENSG00000197753) has sequence MVKLLPAQEAAKIYHTNYVRNSRAVGVMWGTLTICFSVLVMALFIQPYWIGDSVNTPQAGYFGLFSYCVGNVLSSELICKGGPLDFSSIPSRAFKTAMFFVALGMFLIIGSIICFSLFFICNTATVYKICAWMQLAAATGLMIGCLVYPDGWDSSEVRRMCGEQTGKYTLGHCTIRWAFMLAILSIGDALILSFLAFVLGYRQDKLLPDDYKADGTEEV*PQAGYFGLFSYCVGNVLSSELICKGGPLDFSSIPSRAFKTAMFFVALGMFLIIGSIICFSLFFICNTATVYKICAWMQLA.... (8) Protein 1 (ENSG00000104883) has sequence MASLSGLASALESYRGRDRLIRVLGYCCQLVGGVLVEQCPARSEVGTRLLVVSTQLSHCRTILRLFDDLAMFVYTKQYGLGAQEEDAFVRCVSVLGNLADQLYYPCEHVAWAADARVLHVDSSRWWTLSTTLWALSLLLGVARSLWMLLKLRQRLRSPTAPFTSPLPRGKRRAMEAQMQSEALSLLSNLADLANAVHWLPRGVLWAGRFPPWLVGLMGTISSILSMYQAARAGGQAEATTP*XYRGRDRLIRVLGYCCQLVGGVLVEQCPARSEVGTRLLVVSTQLSHCRTILRLFDDLA.... Protein 2 (ENSG00000155622) has sequence MSWRGRSTYRPRPRRSLQPPELIGAMLEPTDEEPKEEKPPTKSRNPTPDQKREDDQGAAEIQVPDLEADLQELCQTKTGDGCEGGTDVKGKILPKAEHFKMPEAGEGKSQV*. Result: 0 (the proteins do not interact). (9) Protein 1 (ENSG00000167994) has sequence MDSSEEHAGCPARGTCPVFLAMSAGTVRYAPSGLCPVLEGNLREEPWGTDSPPQPDQGLPPPLAAVPVPWKSTDPCQGHRESPGALVETSAGEEAQGQEGPAAAQLDVLRLRSSSMEIREKGSEFLKEELHRAQKELKLKDEECERLSKVREQLEQELEELTASLFEEAHKMVREANMKQAASEKQLKEARGKVDTILFAEFQAWRESPTLDKTCPFLERVYREDVGPCLDFTMQELSVLVRAAVEDNTLTIEPVASQTLPTVKVAEVDCSSTNTCALSGLTRTCRHRIRLGDSKSHYYI.... Protein 2 (ENSG00000114978) has sequence MSFLFSSRSSKTFKPKKNIPEGSHQYELLKHAEATLGSGNLRQAVMLPEGEDLNEWIAVNTVDFFNQINMLYGTITEFCTEASCPVMSAGPRYEYHWADGTNIKKPIKCSAPKYIDYLMTWVQDQLDDETLFPSKIGVPFPKNFMSVAKTILKRLFRVYAHIYHQHFDSVMQLQEEAHLNTSFKHFIFFVQEFNLIDRRELAPLQELIEKLGSKDR*. Result: 0 (the proteins do not interact). (10) Result: 0 (the proteins do not interact). Protein 1 (ENSG00000147383) has sequence MEPAVSEPMRDQVARTHLTEDTPKVNADIEKVNQNQAKRCTVIGGSGFLGQHMVEQLLARGYAVNVFDIQQGFDNPQVRFFLGDLCSRQDLYPALKGVNTVFHCASPPPSSNNKELFYRVNYIGTKNVIETCKEAGVQKLILTSSASVIFEGVDIKNGTEDLPYAMKPIDYYTETKILQERAVLGANDPEKNFLTTAIRPHGIFGPRDPQLVPILIEAARNGKMKFVIGNGKNLVDFTFVENVVHGHILAAEQLSRDSTLGGKAFHITNDEPIPFWTFLSRILTGLNYEAPKYHIPYWVA.... Protein 2 (ENSG00000070476) has sequence MDLPALLPAPTARGGQHGGGPGPLRRAPAPLGASPARRRLLLVRGPEDGGPGARPGEASGPSPPPAEDDSDGDSFLVLLEVPHGGAAAEAAGSQEAEPGSRVNLASRPEQGPSGPAAPPGPGVAPAGAVTISSQDLLVRLDRGVLALSAPPGPATAGAAAPRRAPQASGPSTPGYRCPEPQCALAFAKKHQLKVHLLTHGGGQGRRPFKCPLEGCGWAFTTSYKLKRHLQSHDKLRPFGCPVGGCGKKFTTVYNLKAHMKGHEQESLFKCEVCAERFPTHAKLSSHQRSHFEPERPYKCD....